Task: Predict the product of the given reaction.. Dataset: Forward reaction prediction with 1.9M reactions from USPTO patents (1976-2016) (1) The product is: [C:28]1([C:6]2[C:7]([C:13]3[CH:27]=[CH:26][C:16]([CH2:17][NH2:18])=[CH:15][CH:14]=3)=[N:8][C:9]3[CH:10]=[CH:11][N:12]4[C:44]([C:45]5[CH:50]=[CH:49][N:48]=[CH:47][CH:46]=5)=[N:2][N:1]=[C:3]4[C:4]=3[CH:5]=2)[CH:33]=[CH:32][CH:31]=[CH:30][CH:29]=1. Given the reactants [NH:1]([C:3]1[N:12]=[CH:11][CH:10]=[C:9]2[C:4]=1[CH:5]=[C:6]([C:28]1[CH:33]=[CH:32][CH:31]=[CH:30][CH:29]=1)[C:7]([C:13]1[CH:27]=[CH:26][C:16]([CH2:17][NH:18]C(=O)OC(C)(C)C)=[CH:15][CH:14]=1)=[N:8]2)[NH2:2].C1C=CC2N(O)N=NC=2C=1.[C:44](O)(=O)[C:45]1[CH:50]=[CH:49][N:48]=[CH:47][CH:46]=1.CCN(C(C)C)C(C)C.C(Cl)CCl, predict the reaction product. (2) Given the reactants [Cl:1][C:2]1[CH:7]=[CH:6][C:5]([CH:8]=[CH:9][CH2:10][CH2:11][CH2:12][C:13]2[CH:18]=[CH:17][C:16]([N+:19]([O-])=O)=[CH:15][CH:14]=2)=[CH:4][C:3]=1[Cl:22], predict the reaction product. The product is: [Cl:22][C:3]1[CH:4]=[C:5]([CH2:8][CH2:9][CH2:10][CH2:11][CH2:12][C:13]2[CH:14]=[CH:15][C:16]([NH2:19])=[CH:17][CH:18]=2)[CH:6]=[CH:7][C:2]=1[Cl:1]. (3) Given the reactants Br[CH2:2][C:3]([C:5]1[CH:6]=[C:7]([CH:10]=[CH:11][CH:12]=1)[C:8]#[N:9])=[O:4].[OH2:13], predict the reaction product. The product is: [OH:13][CH2:2][C:3]([C:5]1[CH:6]=[C:7]([CH:10]=[CH:11][CH:12]=1)[C:8]#[N:9])=[O:4]. (4) Given the reactants [C:1]1([CH:7]=[CH:8][C:9]([NH:11][CH:12]([C:14]2[CH:23]=[C:22]3[C:17]([CH2:18][CH2:19][CH2:20][NH:21]3)=[CH:16][CH:15]=2)[CH3:13])=[O:10])[CH:6]=[CH:5][CH:4]=[CH:3][CH:2]=1.C(N(CC)CC)C.[C:31](Cl)(=[O:33])[CH3:32], predict the reaction product. The product is: [C:31]([N:21]1[C:22]2[C:17](=[CH:16][CH:15]=[C:14]([CH:12]([NH:11][C:9](=[O:10])[CH:8]=[CH:7][C:1]3[CH:2]=[CH:3][CH:4]=[CH:5][CH:6]=3)[CH3:13])[CH:23]=2)[CH2:18][CH2:19][CH2:20]1)(=[O:33])[CH3:32]. (5) Given the reactants COC(=O)[C:4]1[CH:9]=[CH:8][CH:7]=[CH:6][C:5]=1[C:10]1[C:27]2[C:18](=[CH:19][C:20]3[C:25]([CH:26]=2)=[CH:24][CH:23]=[CH:22][CH:21]=3)[CH:17]=[C:16]2[C:11]=1[CH:12]=[CH:13][CH:14]=[CH:15]2.[CH3:29][Mg]Br.C([O:34][CH2:35][CH3:36])C, predict the reaction product. The product is: [CH:15]1[C:16]2[C:11](=[C:10]([C:5]3[CH:6]=[CH:7][CH:8]=[CH:9][C:4]=3[C:35]([OH:34])([CH3:36])[CH3:29])[C:27]3[C:18]([CH:17]=2)=[CH:19][C:20]2[C:25](=[CH:24][CH:23]=[CH:22][CH:21]=2)[CH:26]=3)[CH:12]=[CH:13][CH:14]=1. (6) Given the reactants [CH3:1][C:2]1([CH3:10])[CH:7]2[CH2:8][CH:3]1[CH:4]=[CH:5][C:6]2=[O:9].[O-][Mn](=O)(=O)=O.[K+].O.CC1(C)[C@H]2C[C@@H]1CCC2=C.[O-][Mn](=O)(=O)=O.[K+], predict the reaction product. The product is: [CH3:1][C:2]1([CH3:10])[CH:7]2[CH2:8][CH:3]1[CH2:4][CH2:5][C:6]2=[O:9].